Dataset: Catalyst prediction with 721,799 reactions and 888 catalyst types from USPTO. Task: Predict which catalyst facilitates the given reaction. (1) Product: [Br:1][C:2]1[S:6][C:5]2[C:7](=[O:19])[NH:29][C:8]([CH3:18])([CH3:17])[CH:9]([C:10]3[CH:15]=[CH:14][C:13]([Cl:16])=[CH:12][CH:11]=3)[C:4]=2[CH:3]=1. The catalyst class is: 6. Reactant: [Br:1][C:2]1[S:6][C:5]2[C:7](=[O:19])[C:8]([CH3:18])([CH3:17])[CH:9]([C:10]3[CH:15]=[CH:14][C:13]([Cl:16])=[CH:12][CH:11]=3)[C:4]=2[CH:3]=1.O1CCCC1.C(O)C.Cl.[NH2:29]O.C([O-])(=O)C.[Na+].C([O-])([O-])=O.[K+].[K+]. (2) Reactant: [CH3:1][O:2][CH2:3][CH2:4][O:5][C:6]1[N:11]=[CH:10][C:9]([C:12]2[C:13]3[CH:20]=[C:19]([CH2:21][O:22][C:23]4[CH:28]=[CH:27][C:26]([C@@H:29]([C:36]#[C:37][CH3:38])[CH2:30][C:31]([O:33]CC)=[O:32])=[CH:25][CH:24]=4)[CH:18]=[CH:17][C:14]=3[S:15][CH:16]=2)=[C:8]([CH3:39])[CH:7]=1.[Li+].[OH-].Cl. Product: [CH3:1][O:2][CH2:3][CH2:4][O:5][C:6]1[N:11]=[CH:10][C:9]([C:12]2[C:13]3[CH:20]=[C:19]([CH2:21][O:22][C:23]4[CH:28]=[CH:27][C:26]([C@@H:29]([C:36]#[C:37][CH3:38])[CH2:30][C:31]([OH:33])=[O:32])=[CH:25][CH:24]=4)[CH:18]=[CH:17][C:14]=3[S:15][CH:16]=2)=[C:8]([CH3:39])[CH:7]=1. The catalyst class is: 14. (3) Reactant: CN[C:3]([NH:10][CH3:11])=[CH:4][C:5]([O:7][CH2:8][CH3:9])=[O:6].[CH:12](N(CC)C(C)C)(C)C.[Cl:21][C:22]1[CH:30]=[CH:29][CH:28]=[CH:27][C:23]=1[C:24](Cl)=[O:25]. Product: [Cl:21][C:22]1[CH:30]=[CH:29][CH:28]=[CH:27][C:23]=1[C:24](=[O:25])[C:4](=[CH:3][N:10]([CH3:11])[CH3:12])[C:5]([O:7][CH2:8][CH3:9])=[O:6]. The catalyst class is: 11.